From a dataset of Full USPTO retrosynthesis dataset with 1.9M reactions from patents (1976-2016). Predict the reactants needed to synthesize the given product. (1) Given the product [F:6][C:7]1[CH:12]=[CH:11][C:10]([CH2:13][N:14]2[CH2:19][CH2:18][CH:17]([CH:20]=[O:21])[CH2:16][CH2:15]2)=[CH:9][CH:8]=1, predict the reactants needed to synthesize it. The reactants are: [Cl-].CS(C)=O.[F:6][C:7]1[CH:12]=[CH:11][C:10]([CH2:13][N:14]2[CH2:19][CH2:18][CH:17]([CH2:20][OH:21])[CH2:16][CH2:15]2)=[CH:9][CH:8]=1.CCN(CC)CC. (2) The reactants are: [NH2:1][CH2:2][CH2:3][CH2:4][CH2:5][CH2:6][CH2:7][CH2:8][CH2:9][CH2:10][CH2:11][CH2:12][OH:13].C([O-])([O-])=O.[K+].[K+].[CH2:20](Br)[C:21]1[CH:26]=[CH:25][CH:24]=[CH:23][CH:22]=1.C(Cl)Cl. Given the product [CH2:20]([N:1]([CH2:20][C:21]1[CH:26]=[CH:25][CH:24]=[CH:23][CH:22]=1)[CH2:2][CH2:3][CH2:4][CH2:5][CH2:6][CH2:7][CH2:8][CH2:9][CH2:10][CH2:11][CH2:12][OH:13])[C:21]1[CH:26]=[CH:25][CH:24]=[CH:23][CH:22]=1, predict the reactants needed to synthesize it.